From a dataset of Full USPTO retrosynthesis dataset with 1.9M reactions from patents (1976-2016). Predict the reactants needed to synthesize the given product. (1) Given the product [F:20][C:17]1[CH:18]=[CH:19][C:14]([N:12]2[CH:13]=[CH:8][CH:9]=[C:10]([O:22][CH3:23])[C:11]2=[O:21])=[CH:15][CH:16]=1, predict the reactants needed to synthesize it. The reactants are: C([O-])([O-])=O.[K+].[K+].Cl[C:8]1[CH:9]=[C:10]([O:22][CH3:23])[C:11](=[O:21])[N:12]([C:14]2[CH:19]=[CH:18][C:17]([F:20])=[CH:16][CH:15]=2)[CH:13]=1. (2) Given the product [CH2:9]([N:8]([CH2:13][C:14]1[CH:26]=[CH:25][C:17]([O:18][CH2:19][C:20]([OH:22])=[O:21])=[C:16]([CH3:27])[CH:15]=1)[C:4]1[C:3]([CH3:28])=[C:2]([C:34]2[CH:35]=[CH:36][C:31]([C:29]#[N:30])=[CH:32][CH:33]=2)[CH:7]=[CH:6][CH:5]=1)[CH2:10][CH2:11][CH3:12], predict the reactants needed to synthesize it. The reactants are: Br[C:2]1[C:3]([CH3:28])=[C:4]([N:8]([CH2:13][C:14]2[CH:26]=[CH:25][C:17]([O:18][CH2:19][C:20]([O:22]CC)=[O:21])=[C:16]([CH3:27])[CH:15]=2)[CH2:9][CH2:10][CH2:11][CH3:12])[CH:5]=[CH:6][CH:7]=1.[C:29]([C:31]1[CH:36]=[CH:35][C:34](B(O)O)=[CH:33][CH:32]=1)#[N:30]. (3) Given the product [CH3:30][C:22]1[CH:27]=[CH:26][C:25]([C:9]([C:10]2[C:11]([NH:12][C:7](=[O:8])[C:1]3[CH:6]=[CH:5][CH:4]=[CH:3][CH:2]=3)=[CH:13][C:14]3[CH2:15][CH2:16][CH2:17][CH2:18][C:19]=3[CH:20]=2)=[O:21])=[CH:24][CH:23]=1, predict the reactants needed to synthesize it. The reactants are: [C:1]1([C:7]2[O:8][C:9](=[O:21])[C:10]3[CH:20]=[C:19]4[C:14]([CH2:15][CH2:16][CH2:17][CH2:18]4)=[CH:13][C:11]=3[N:12]=2)[CH:6]=[CH:5][CH:4]=[CH:3][CH:2]=1.[C:22]1([CH3:30])[CH:27]=[CH:26][C:25]([Mg]Br)=[CH:24][CH:23]=1.O1CCCC1. (4) Given the product [Cl:1][C:2]1[C:3]([N:9]2[CH2:14][CH2:13][N:12]([CH2:15][CH2:16][CH2:17][N:18]3[C:26]4[CH2:25][CH2:24][N:23]([S:27]([CH3:30])(=[O:28])=[O:29])[CH2:22][C:21]=4[C:20]([C:31]4[CH:32]=[CH:33][C:34]([C:37]([F:38])([F:39])[F:40])=[CH:35][CH:36]=4)=[N:19]3)[CH2:11][CH2:10]2)=[C:4]([NH:8][C:46]([NH2:45])=[O:47])[CH:5]=[CH:6][CH:7]=1, predict the reactants needed to synthesize it. The reactants are: [Cl:1][C:2]1[C:3]([N:9]2[CH2:14][CH2:13][N:12]([CH2:15][CH2:16][CH2:17][N:18]3[C:26]4[CH2:25][CH2:24][N:23]([S:27]([CH3:30])(=[O:29])=[O:28])[CH2:22][C:21]=4[C:20]([C:31]4[CH:36]=[CH:35][C:34]([C:37]([F:40])([F:39])[F:38])=[CH:33][CH:32]=4)=[N:19]3)[CH2:11][CH2:10]2)=[C:4]([NH2:8])[CH:5]=[CH:6][CH:7]=1.C[Si]([N:45]=[C:46]=[O:47])(C)C.CO.C(Cl)Cl. (5) Given the product [Br:24][C:25]1[CH:26]=[N:27][C:28]([N:7]2[CH2:8][CH2:9][C:4]([C:2]#[N:3])([C:10]([O:12][CH2:13][CH3:14])=[O:11])[CH2:5][CH2:6]2)=[N:29][CH:30]=1, predict the reactants needed to synthesize it. The reactants are: Cl.[C:2]([C:4]1([C:10]([O:12][CH2:13][CH3:14])=[O:11])[CH2:9][CH2:8][NH:7][CH2:6][CH2:5]1)#[N:3].CCN(C(C)C)C(C)C.[Br:24][C:25]1[CH:26]=[N:27][C:28](Cl)=[N:29][CH:30]=1.CCCCCC.